The task is: Predict the product of the given reaction.. This data is from Forward reaction prediction with 1.9M reactions from USPTO patents (1976-2016). (1) Given the reactants [CH3:1][C:2]1[N:3]=[CH:4][O:5][C:6]=1[C:7]([O:9]CC)=O.[OH-].[NH4+:13], predict the reaction product. The product is: [CH3:1][C:2]1[N:3]=[CH:4][O:5][C:6]=1[C:7]([NH2:13])=[O:9]. (2) Given the reactants [NH2:1][C:2]1[CH:3]=[C:4]([N:11]2[CH2:16][CH2:15][N:14]([C:17]([O:19][C:20]([CH3:23])([CH3:22])[CH3:21])=[O:18])[CH2:13][CH2:12]2)[C:5]2[O:9][CH:8]=[CH:7][C:6]=2[CH:10]=1.[Cl:24][C:25]1[CH:30]=[CH:29][CH:28]=[CH:27][C:26]=1[S:31](Cl)(=[O:33])=[O:32].N1C=CC=CC=1, predict the reaction product. The product is: [Cl:24][C:25]1[CH:30]=[CH:29][CH:28]=[CH:27][C:26]=1[S:31]([NH:1][C:2]1[CH:3]=[C:4]([N:11]2[CH2:16][CH2:15][N:14]([C:17]([O:19][C:20]([CH3:23])([CH3:22])[CH3:21])=[O:18])[CH2:13][CH2:12]2)[C:5]2[O:9][CH:8]=[CH:7][C:6]=2[CH:10]=1)(=[O:33])=[O:32]. (3) Given the reactants [O:1]1[CH2:6][CH2:5][N:4]([C:7]2[CH:12]=[CH:11][C:10]([C:13]3[N:22]=[C:21]([O:23][C:24]4[CH:32]=[CH:31][C:27]([C:28](O)=[O:29])=[CH:26][CH:25]=4)[C:20]4[C:15](=[N:16][CH:17]=[CH:18][N:19]=4)[CH:14]=3)=[CH:9][CH:8]=2)[CH2:3][CH2:2]1.C[N:34](C(ON1N=NC2C=CC=NC1=2)=[N+](C)C)C.F[P-](F)(F)(F)(F)F.CCN(C(C)C)C(C)C.[NH4+].[Cl-], predict the reaction product. The product is: [O:1]1[CH2:6][CH2:5][N:4]([C:7]2[CH:12]=[CH:11][C:10]([C:13]3[N:22]=[C:21]([O:23][C:24]4[CH:32]=[CH:31][C:27]([C:28]([NH2:34])=[O:29])=[CH:26][CH:25]=4)[C:20]4[C:15](=[N:16][CH:17]=[CH:18][N:19]=4)[CH:14]=3)=[CH:9][CH:8]=2)[CH2:3][CH2:2]1. (4) The product is: [CH:6]12[CH2:13][CH2:14][CH:9]([CH:10]=[CH:11]1)[CH2:4][C:5]2=[O:8]. Given the reactants C([O:4][C:5](=[CH2:8])[C:6]#N)(=O)C.[CH:9]1[CH2:14][CH2:13]C=[CH:11][CH:10]=1, predict the reaction product. (5) Given the reactants [F:1][C:2]([F:27])([F:26])[C:3]1[CH:8]=[CH:7][C:6]([C:9]2[N:10]=[C:11]([C:21]([O:23][CH2:24][CH3:25])=[O:22])N=N[C:14]=2[C:15]2[CH:20]=[CH:19][CH:18]=[CH:17][CH:16]=2)=[CH:5][CH:4]=1.[CH:28](N1CCCC1)=[CH2:29], predict the reaction product. The product is: [C:15]1([C:14]2[CH:28]=[CH:29][C:11]([C:21]([O:23][CH2:24][CH3:25])=[O:22])=[N:10][C:9]=2[C:6]2[CH:7]=[CH:8][C:3]([C:2]([F:27])([F:26])[F:1])=[CH:4][CH:5]=2)[CH:20]=[CH:19][CH:18]=[CH:17][CH:16]=1. (6) Given the reactants [CH2:1]([O:3][C:4](=[O:16])[C:5]([O:8][C:9]1[CH:14]=[CH:13][CH:12]=[C:11]([OH:15])[CH:10]=1)([CH3:7])[CH3:6])[CH3:2].[CH3:17][N:18]1[C:22]([CH2:23][CH2:24]O)=[CH:21][C:20]([C:26]2[CH:31]=[CH:30][C:29]([O:32][C:33]([F:36])([F:35])[F:34])=[CH:28][CH:27]=2)=[N:19]1.N(C(OC(C)(C)C)=O)=NC(OC(C)(C)C)=O.C1(P(C2C=CC=CC=2)C2C=CC=CC=2)C=CC=CC=1, predict the reaction product. The product is: [CH2:1]([O:3][C:4](=[O:16])[C:5]([CH3:7])([O:8][C:9]1[CH:14]=[CH:13][CH:12]=[C:11]([O:15][CH2:24][CH2:23][C:22]2[N:18]([CH3:17])[N:19]=[C:20]([C:26]3[CH:27]=[CH:28][C:29]([O:32][C:33]([F:36])([F:35])[F:34])=[CH:30][CH:31]=3)[CH:21]=2)[CH:10]=1)[CH3:6])[CH3:2]. (7) Given the reactants Br[C:2]1[CH:7]=[CH:6][C:5]([C:8]2[O:12][C:11]([NH:13][CH3:14])=[N:10][N:9]=2)=[CH:4][CH:3]=1.[CH3:15][C:16]1([CH3:32])[C:20]([CH3:22])([CH3:21])[O:19][B:18]([B:18]2[O:19][C:20]([CH3:22])([CH3:21])[C:16]([CH3:32])([CH3:15])[O:17]2)[O:17]1.CC([O-])=O.[K+], predict the reaction product. The product is: [CH3:14][NH:13][C:11]1[O:12][C:8]([C:5]2[CH:6]=[CH:7][C:2]([B:18]3[O:19][C:20]([CH3:22])([CH3:21])[C:16]([CH3:32])([CH3:15])[O:17]3)=[CH:3][CH:4]=2)=[N:9][N:10]=1. (8) Given the reactants Cl[C:2]1[C:3](=[O:15])[O:4][C:5]([CH:10]2[CH2:14][CH2:13][CH2:12][CH2:11]2)([CH3:9])[CH2:6][C:7]=1[OH:8].[CH3:16][C:17]1[CH:22]=[C:21]([CH3:23])[N:20]2[N:24]=[C:25]([SH:27])[N:26]=[C:19]2[N:18]=1, predict the reaction product. The product is: [CH:10]1([C:5]2([CH3:9])[O:4][C:3](=[O:15])[C:2]([S:27][C:25]3[N:26]=[C:19]4[N:18]=[C:17]([CH3:16])[CH:22]=[C:21]([CH3:23])[N:20]4[N:24]=3)=[C:7]([OH:8])[CH2:6]2)[CH2:14][CH2:13][CH2:12][CH2:11]1. (9) The product is: [CH3:35][C:36]1([CH3:43])[CH2:41][CH:40]([O:34][C:31]2[CH:32]=[CH:33][C:28]([N:4]3[C:5](=[O:27])[C:6]([CH2:12][C:13]4[CH:18]=[CH:17][C:16]([C:19]5[CH:24]=[CH:23][CH:22]=[CH:21][C:20]=5[C:25]5[NH:64][C:65](=[O:66])[O:67][N:26]=5)=[CH:15][CH:14]=4)=[C:7]([CH2:9][CH2:10][CH3:11])[N:8]=[C:3]3[CH2:1][CH3:2])=[CH:29][CH:30]=2)[CH2:39][CH2:38][O:37]1. Given the reactants [CH2:1]([C:3]1[N:4]([C:28]2[CH:33]=[CH:32][C:31]([OH:34])=[CH:30][CH:29]=2)[C:5](=[O:27])[C:6]([CH2:12][C:13]2[CH:18]=[CH:17][C:16]([C:19]3[C:20]([C:25]#[N:26])=[CH:21][CH:22]=[CH:23][CH:24]=3)=[CH:15][CH:14]=2)=[C:7]([CH2:9][CH2:10][CH3:11])[N:8]=1)[CH3:2].[CH3:35][C:36]1([CH3:43])[CH2:41][CH:40](O)[CH2:39][CH2:38][O:37]1.C1(P(C2C=CC=CC=2)C2C=CC=CC=2)C=CC=CC=1.[N:64]([C:65]([O:67]C(C)C)=[O:66])=[N:64][C:65]([O:67]C(C)C)=[O:66], predict the reaction product. (10) Given the reactants C(OCC)(=O)C.[Br:7][C:8]1[CH:25]=[C:24]([N+:26]([O-:28])=[O:27])[CH:23]=[C:22]([Br:29])[C:9]=1[O:10][C:11]1[CH:16]=[CH:15][C:14]([O:17]C)=[C:13]([CH:19]([CH3:21])[CH3:20])[CH:12]=1.B(Br)(Br)Br, predict the reaction product. The product is: [Br:7][C:8]1[CH:25]=[C:24]([N+:26]([O-:28])=[O:27])[CH:23]=[C:22]([Br:29])[C:9]=1[O:10][C:11]1[CH:16]=[CH:15][C:14]([OH:17])=[C:13]([CH:19]([CH3:21])[CH3:20])[CH:12]=1.